From a dataset of Forward reaction prediction with 1.9M reactions from USPTO patents (1976-2016). Predict the product of the given reaction. Given the reactants [OH:1][CH:2]([C:4]1[CH:13]=[CH:12][C:7]([C:8]([O:10][CH3:11])=[O:9])=[CH:6][CH:5]=1)[CH3:3].[CH:14]1[C:19](O)=[CH:18][CH:17]=[C:16]([CH3:21])[CH:15]=1.C1(P(C2C=CC=CC=2)C2C=CC=CC=2)C=CC=CC=1.C(OC(N=NC(OC(C)C)=O)=O)(C)C, predict the reaction product. The product is: [C:16]1([CH3:21])[CH:17]=[CH:18][C:19]([O:1][CH:2]([C:4]2[CH:13]=[CH:12][C:7]([C:8]([O:10][CH3:11])=[O:9])=[CH:6][CH:5]=2)[CH3:3])=[CH:14][CH:15]=1.